From a dataset of Blood-brain barrier permeability classification from the B3DB database. Regression/Classification. Given a drug SMILES string, predict its absorption, distribution, metabolism, or excretion properties. Task type varies by dataset: regression for continuous measurements (e.g., permeability, clearance, half-life) or binary classification for categorical outcomes (e.g., BBB penetration, CYP inhibition). Dataset: b3db_classification. (1) The compound is C[C@@H](NNC(=O)c1ccccc1)c1ccccc1. The result is 1 (penetrates BBB). (2) The result is 0 (does not penetrate BBB). The molecule is CC(=O)OCC1=C(C(=O)O)N2C(=O)C(NC(=O)CC#N)[C@@H]2SC1.